This data is from Forward reaction prediction with 1.9M reactions from USPTO patents (1976-2016). The task is: Predict the product of the given reaction. (1) Given the reactants [Cl:1][C:2]1[CH:3]=[CH:4][C:5]([O:34][CH3:35])=[C:6]([S:8]([N:11]2[C:20]3[C:15](=[CH:16][CH:17]=[C:18]([C:21]([NH:23][C:24]4[CH:32]=[CH:31][C:27]([C:28]([OH:30])=[O:29])=[C:26]([F:33])[CH:25]=4)=[O:22])[CH:19]=3)[CH2:14][CH2:13][CH2:12]2)(=[O:10])=[O:9])[CH:7]=1.Cl[C:37]1C=CC(OC)=C(S(Cl)(=O)=O)[CH:42]=1, predict the reaction product. The product is: [CH2:37]([O:29][C:28](=[O:30])[C:27]1[CH:31]=[CH:32][C:24]([NH:23][C:21]([C:18]2[CH:19]=[C:20]3[C:15]([CH2:14][CH2:13][CH2:12][N:11]3[S:8]([C:6]3[CH:7]=[C:2]([Cl:1])[CH:3]=[CH:4][C:5]=3[O:34][CH3:35])(=[O:10])=[O:9])=[CH:16][CH:17]=2)=[O:22])=[CH:25][C:26]=1[F:33])[CH3:42]. (2) Given the reactants [F:1][C:2]1[CH:18]=[CH:17][CH:16]=[CH:15][C:3]=1[CH2:4][C:5]1[O:9][N:8]=[C:7]([C:10]([O:12]CC)=[O:11])[CH:6]=1.C(O)C.[OH-].[Na+], predict the reaction product. The product is: [F:1][C:2]1[CH:18]=[CH:17][CH:16]=[CH:15][C:3]=1[CH2:4][C:5]1[O:9][N:8]=[C:7]([C:10]([OH:12])=[O:11])[CH:6]=1. (3) Given the reactants [CH3:1][C:2]1[CH:7]=[CH:6][C:5]([O:8][C:9]2[CH:14]=[CH:13][CH:12]=[CH:11][CH:10]=2)=[CH:4][N+:3]=1[O-].[C:16]([O:19]C(=O)C)(=[O:18])[CH3:17], predict the reaction product. The product is: [O:8]([C:5]1[CH:6]=[CH:7][C:2]([CH2:1][O:19][C:16](=[O:18])[CH3:17])=[N:3][CH:4]=1)[C:9]1[CH:14]=[CH:13][CH:12]=[CH:11][CH:10]=1. (4) Given the reactants C(OC([C:6]1[C:7]([C:22]2[CH:27]=[CH:26][C:25]([F:28])=[CH:24][C:23]=2[CH3:29])=[C:8]2[CH:14]=[N:13][N:12]([CH2:15][C:16]3[CH:21]=[CH:20][CH:19]=[CH:18][CH:17]=3)[C:9]2=[N:10][CH:11]=1)=O)C.[OH-].[Na+].Cl.CC[N:35]([CH2:38]C)CC.C1C=CC(P(N=[N+]=[N-])(C2C=CC=CC=2)=[O:47])=CC=1.[CH3:57][C:58]([OH:61])([CH3:60])[CH3:59], predict the reaction product. The product is: [C:58]([O:61][C:38](=[O:47])[NH:35][C:6]1[C:7]([C:22]2[CH:27]=[CH:26][C:25]([F:28])=[CH:24][C:23]=2[CH3:29])=[C:8]2[CH:14]=[N:13][N:12]([CH2:15][C:16]3[CH:21]=[CH:20][CH:19]=[CH:18][CH:17]=3)[C:9]2=[N:10][CH:11]=1)([CH3:60])([CH3:59])[CH3:57]. (5) Given the reactants [NH:1]1[C:5]2[CH:6]=[CH:7][CH:8]=[CH:9][C:4]=2[N:3]=[C:2]1[CH2:10][N:11]([CH:28]1[C:37]2[N:36]=[CH:35][CH:34]=[CH:33][C:32]=2[CH2:31][CH2:30][CH2:29]1)[CH2:12][CH2:13][CH2:14][NH:15][C:16](C1N=CC2C(C=1)=CC=CC=2)=[O:17].[C:38]([OH:41])(=O)[CH3:39], predict the reaction product. The product is: [NH:3]1[C:4]2[CH:9]=[CH:8][CH:7]=[CH:6][C:5]=2[N:1]=[C:2]1[CH2:10][N:11]([CH:28]1[C:37]2[N:36]=[CH:35][CH:34]=[CH:33][C:32]=2[CH2:31][CH2:30][CH2:29]1)[CH2:12][CH2:13][CH2:14][NH:15][C:16](=[O:17])[C:4]1[CH:9]=[CH:39][C:38]([OH:41])=[N:1][CH:5]=1. (6) Given the reactants [Cl:1][C:2]1[CH:7]=[CH:6][C:5]([CH2:8]Cl)=[C:4]([F:10])[CH:3]=1.[C-:11]#[N:12].[Na+], predict the reaction product. The product is: [Cl:1][C:2]1[CH:7]=[CH:6][C:5]([CH2:8][C:11]#[N:12])=[C:4]([F:10])[CH:3]=1. (7) Given the reactants [CH:1]1([C:7](=[O:20])[CH2:8][C:9]2[CH:14]=[CH:13][CH:12]=[CH:11][C:10]=2[O:15][C:16]([F:19])([F:18])[F:17])[CH2:6][CH2:5][CH2:4][CH2:3][CH2:2]1.CC(C)([O-])C.[K+].[CH2:27]([O:29][CH:30]([O:33][CH2:34][CH3:35])[CH2:31]Br)[CH3:28], predict the reaction product. The product is: [CH2:27]([O:29][CH:30]([O:33][CH2:34][CH3:35])[CH2:31][CH:8]([C:9]1[CH:14]=[CH:13][CH:12]=[CH:11][C:10]=1[O:15][C:16]([F:18])([F:19])[F:17])[C:7]([CH:1]1[CH2:6][CH2:5][CH2:4][CH2:3][CH2:2]1)=[O:20])[CH3:28]. (8) Given the reactants Br[C:2]1[CH:11]=[CH:10][C:5]([C:6]([O:8][CH3:9])=[O:7])=[CH:4][C:3]=1[CH3:12].[Br:13][C:14]1[CH:19]=[CH:18][C:17](I)=[CH:16][CH:15]=1, predict the reaction product. The product is: [Br:13][C:14]1[CH:19]=[CH:18][C:17]([C:2]2[CH:11]=[CH:10][C:5]([C:6]([O:8][CH3:9])=[O:7])=[CH:4][C:3]=2[CH3:12])=[CH:16][CH:15]=1. (9) Given the reactants [NH2:1][C:2]1[N:7]=[C:6]([C:8]2[CH:15]=[CH:14][C:11]([C:12]#[N:13])=[C:10](F)[CH:9]=2)[CH:5]=[C:4]([NH:17][CH2:18][C:19]2[CH:24]=[CH:23][CH:22]=[CH:21][CH:20]=2)[N:3]=1.O.[NH2:26][NH2:27].CCOC(C)=O.CCCCCC, predict the reaction product. The product is: [NH2:13][C:12]1[C:11]2[C:10](=[CH:9][C:8]([C:6]3[N:7]=[C:2]([NH2:1])[N:3]=[C:4]([NH:17][CH2:18][C:19]4[CH:24]=[CH:23][CH:22]=[CH:21][CH:20]=4)[CH:5]=3)=[CH:15][CH:14]=2)[NH:27][N:26]=1.